From a dataset of Forward reaction prediction with 1.9M reactions from USPTO patents (1976-2016). Predict the product of the given reaction. Given the reactants Cl[C:2]1[C:11]2[C:6](=[C:7]([I:13])[C:8]([CH3:12])=[CH:9][CH:10]=2)[CH:5]=[N:4][N:3]=1.[NH2:14][C:15]1[CH:16]=[C:17]([C:21](=[O:23])[CH3:22])[CH:18]=[CH:19][CH:20]=1.CCOC(C)=O, predict the reaction product. The product is: [I:13][C:7]1[C:8]([CH3:12])=[CH:9][CH:10]=[C:11]2[C:6]=1[CH:5]=[N:4][N:3]=[C:2]2[NH:14][C:15]1[CH:16]=[C:17]([C:21](=[O:23])[CH3:22])[CH:18]=[CH:19][CH:20]=1.